From a dataset of Forward reaction prediction with 1.9M reactions from USPTO patents (1976-2016). Predict the product of the given reaction. (1) The product is: [Cl:38][C:35]1[CH:36]=[CH:37][C:32]([CH2:31][N:27]2[C:28]3[C:24](=[CH:23][C:22](/[CH:21]=[C:18]4/[C:19](=[O:20])[N:15]([CH:10]5[C:11](=[O:14])[CH2:12][CH2:13][NH:8][CH2:9]5)[C:16](=[O:43])[S:17]/4)=[CH:30][CH:29]=3)[CH:25]=[N:26]2)=[C:33]([C:39]([F:41])([F:42])[F:40])[CH:34]=1. Given the reactants C(OC([N:8]1[CH2:13][CH2:12][CH:11]([OH:14])[CH:10]([N:15]2[C:19](=[O:20])[C:18](=[CH:21][C:22]3[CH:23]=[C:24]4[C:28](=[CH:29][CH:30]=3)[N:27]([CH2:31][C:32]3[CH:37]=[CH:36][C:35]([Cl:38])=[CH:34][C:33]=3[C:39]([F:42])([F:41])[F:40])[N:26]=[CH:25]4)[S:17][C:16]2=[O:43])[CH2:9]1)=O)(C)(C)C.CC(OI1(OC(C)=O)(OC(C)=O)OC(=O)C2C=CC=CC1=2)=O.C(O)(C(F)(F)F)=O.C(Cl)Cl, predict the reaction product. (2) Given the reactants OS(O)(=O)=O.[N+:6]([O-:9])(O)=[O:7].OS(O)(=O)=O.[CH3:15][C:16]([C:18]1[CH:23]=[CH:22][CH:21]=[C:20]([Cl:24])[CH:19]=1)=[O:17], predict the reaction product. The product is: [CH3:15][C:16]([C:18]1[CH:19]=[C:20]([Cl:24])[CH:21]=[CH:22][C:23]=1[N+:6]([O-:9])=[O:7])=[O:17]. (3) Given the reactants [C:1]([C:5]1[C:6]([OH:16])=[C:7]([C:11]([CH3:15])=[C:12](I)[CH:13]=1)[C:8]([OH:10])=[O:9])([CH3:4])([CH3:3])[CH3:2].C(O)C[OH:19].[CH2:21]([SH:28])[C:22]1[CH:27]=[CH:26][CH:25]=[CH:24][CH:23]=1.C(=O)([O-])[O-].[K+].[K+], predict the reaction product. The product is: [C:1]([C:5]1[C:6]([OH:16])=[C:7]([C:11]([CH3:15])=[C:12]([S:28]([CH2:21][C:22]2[CH:27]=[CH:26][CH:25]=[CH:24][CH:23]=2)=[O:19])[CH:13]=1)[C:8]([OH:10])=[O:9])([CH3:4])([CH3:3])[CH3:2]. (4) Given the reactants C[O:2][C:3](=[O:40])[C@@H:4]([NH:22][C:23]([C:25]1[CH:26]=[C:27]([C:32]2[CH:37]=[CH:36][C:35]([F:38])=[C:34]([Cl:39])[CH:33]=2)[CH:28]=[CH:29][C:30]=1[OH:31])=[O:24])[CH2:5][C:6]1[CH:11]=[CH:10][C:9]([C:12]2[CH:17]=[CH:16][CH:15]=[C:14]([C:18]([F:21])([F:20])[F:19])[CH:13]=2)=[CH:8][CH:7]=1.[Li+].[OH-].C(OCC)(=O)C.Cl, predict the reaction product. The product is: [Cl:39][C:34]1[CH:33]=[C:32]([C:27]2[CH:28]=[CH:29][C:30]([OH:31])=[C:25]([C:23]([NH:22][C@@H:4]([CH2:5][C:6]3[CH:11]=[CH:10][C:9]([C:12]4[CH:17]=[CH:16][CH:15]=[C:14]([C:18]([F:21])([F:19])[F:20])[CH:13]=4)=[CH:8][CH:7]=3)[C:3]([OH:40])=[O:2])=[O:24])[CH:26]=2)[CH:37]=[CH:36][C:35]=1[F:38]. (5) Given the reactants C(OC(=O)[NH:7][C:8]1[CH:13]=[C:12]([N:14]([CH3:16])[CH3:15])[C:11]([Cl:17])=[CH:10][C:9]=1[NH:18][C:19](=[O:31])[CH2:20][C:21]([C:23]1[CH:28]=[CH:27][CH:26]=[C:25]([C:29]#[N:30])[CH:24]=1)=O)(C)(C)C.C(O)(C(F)(F)F)=O, predict the reaction product. The product is: [Cl:17][C:11]1[C:12]([N:14]([CH3:16])[CH3:15])=[CH:13][C:8]2[N:7]=[C:21]([C:23]3[CH:24]=[C:25]([CH:26]=[CH:27][CH:28]=3)[C:29]#[N:30])[CH2:20][C:19](=[O:31])[NH:18][C:9]=2[CH:10]=1.